From a dataset of Catalyst prediction with 721,799 reactions and 888 catalyst types from USPTO. Predict which catalyst facilitates the given reaction. (1) Reactant: [C:1]1([N:7]2[C:12](=[O:13])[C:11]3[S:14][CH:15]=[C:16]([C:17]4[CH:22]=[CH:21][CH:20]=[CH:19][CH:18]=4)[C:10]=3[N:9]=[CH:8]2)[CH:6]=[CH:5][CH:4]=CC=1.NC1C(C2C=CC=CC=2[F:35])=CSC=1C(OC)=O.C(OCC)(OCC)OCC.C1(N)CCC1. Product: [CH:1]1([N:7]2[C:12](=[O:13])[C:11]3[S:14][CH:15]=[C:16]([C:17]4[CH:18]=[CH:19][CH:20]=[CH:21][C:22]=4[F:35])[C:10]=3[N:9]=[CH:8]2)[CH2:6][CH2:5][CH2:4]1. The catalyst class is: 15. (2) Reactant: [S-2:1].[Na+].[Na+].[C:4]([C:8]1[N:13]=[C:12]([C:14]([O:16]C)=[O:15])[CH:11]=[CH:10][C:9]=1F)#[C:5][CH2:6][CH3:7].[OH-].[Na+].Cl. Product: [CH2:6]([C:5]1[S:1][C:9]2[C:8](=[N:13][C:12]([C:14]([OH:16])=[O:15])=[CH:11][CH:10]=2)[CH:4]=1)[CH3:7]. The catalyst class is: 35. (3) Product: [Br:25][C:26]1[CH:34]=[CH:33][C:29]([CH2:30][O:31][N:32]=[C:1]([C:2]2[CH:7]=[CH:6][CH:5]=[CH:4][CH:3]=2)[C:9]2[CH:14]=[C:13]([Cl:15])[CH:12]=[CH:11][C:10]=2[NH:16][S:17]([C:20]([F:23])([F:22])[F:21])(=[O:19])=[O:18])=[CH:28][CH:27]=1. Reactant: [C:1]([C:9]1[CH:14]=[C:13]([Cl:15])[CH:12]=[CH:11][C:10]=1[NH:16][S:17]([C:20]([F:23])([F:22])[F:21])(=[O:19])=[O:18])(=O)[C:2]1[CH:7]=[CH:6][CH:5]=[CH:4][CH:3]=1.Cl.[Br:25][C:26]1[CH:34]=[CH:33][C:29]([CH2:30][O:31][NH2:32])=[CH:28][CH:27]=1.CC([O-])=O.[Na+]. The catalyst class is: 14. (4) Reactant: C[O:2][C:3](=[O:13])[CH2:4][NH:5][C:6]1[CH:11]=[CH:10][CH:9]=[C:8]([Cl:12])[CH:7]=1.[OH-].[Na+].CCO. Product: [Cl:12][C:8]1[CH:7]=[C:6]([NH:5][CH2:4][C:3]([OH:13])=[O:2])[CH:11]=[CH:10][CH:9]=1. The catalyst class is: 238. (5) Reactant: C[Si]([N-][Si](C)(C)C)(C)C.[Na+].[I:11][C:12]1[CH:17]=[CH:16][CH:15]=[CH:14][C:13]=1[CH2:18][C:19]#[N:20].Br[CH2:22][CH2:23][CH2:24][O:25][CH3:26]. Product: [I:11][C:12]1[CH:17]=[CH:16][CH:15]=[CH:14][C:13]=1[CH:18]([CH2:22][CH2:23][CH2:24][O:25][CH3:26])[C:19]#[N:20]. The catalyst class is: 1. (6) Reactant: [CH3:1][C:2]1[C:7]([Sn](CCCC)(CCCC)CCCC)=[CH:6][N:5]=[N:4][CH:3]=1.Br[C:22]1[N:23]=[CH:24][C:25]([O:28][C@H:29]([CH:31]2[CH2:36][CH2:35][N:34]([C:37]([O:39][C:40]([CH3:43])([CH3:42])[CH3:41])=[O:38])[CH2:33][CH2:32]2)[CH3:30])=[N:26][CH:27]=1. Product: [CH3:1][C:2]1[C:7]([C:22]2[N:23]=[CH:24][C:25]([O:28][C@H:29]([CH:31]3[CH2:36][CH2:35][N:34]([C:37]([O:39][C:40]([CH3:43])([CH3:42])[CH3:41])=[O:38])[CH2:33][CH2:32]3)[CH3:30])=[N:26][CH:27]=2)=[CH:6][N:5]=[N:4][CH:3]=1. The catalyst class is: 538. (7) Reactant: [OH:1][C:2]1[C:7]([C:8]([O:10][CH2:11][CH3:12])=[O:9])=[CH:6][N:5]=[C:4]([N:13]2[CH:17]=[CH:16][CH:15]=[N:14]2)[N:3]=1.[Na].OC1C(C(OCC)=O)=CN=C(N2C=CC=N2)N=1.[CH2:36](Cl)[C:37]1[CH:42]=[CH:41][CH:40]=[CH:39][CH:38]=1.CCN(CC)CC. Product: [CH2:36]([O:1][C:2]1[C:7]([C:8]([O:10][CH2:11][CH3:12])=[O:9])=[CH:6][N:5]=[C:4]([N:13]2[CH:17]=[CH:16][CH:15]=[N:14]2)[N:3]=1)[C:37]1[CH:42]=[CH:41][CH:40]=[CH:39][CH:38]=1. The catalyst class is: 18.